This data is from Full USPTO retrosynthesis dataset with 1.9M reactions from patents (1976-2016). The task is: Predict the reactants needed to synthesize the given product. (1) Given the product [C:4]([O:8][C:9]([N:11]([CH2:20][C:21]([O:23][C:24]([CH3:27])([CH3:26])[CH3:25])=[O:22])[C:12]1[CH:17]=[CH:16][CH:15]=[C:14]([CH:18]=[O:19])[N:13]=1)=[O:10])([CH3:7])([CH3:6])[CH3:5], predict the reactants needed to synthesize it. The reactants are: C(Cl)Cl.[C:4]([O:8][C:9]([N:11]([CH2:20][C:21]([O:23][C:24]([CH3:27])([CH3:26])[CH3:25])=[O:22])[C:12]1[CH:17]=[CH:16][CH:15]=[C:14]([CH2:18][OH:19])[N:13]=1)=[O:10])([CH3:7])([CH3:6])[CH3:5].CC(OI1(OC(C)=O)(OC(C)=O)OC(=O)C2C=CC=CC1=2)=O.S([O-])([O-])(=O)=S.[Na+].[Na+]. (2) The reactants are: [CH2:1]([O:8][CH2:9][CH:10]=[O:11])[C:2]1[CH:7]=[CH:6][CH:5]=[CH:4][CH:3]=1.C1COCC1.[C:17]1([Mg]Br)[CH:22]=[CH:21][CH:20]=[CH:19][CH:18]=1. Given the product [CH2:1]([O:8][CH2:9][CH:10]([C:17]1[CH:22]=[CH:21][CH:20]=[CH:19][CH:18]=1)[OH:11])[C:2]1[CH:7]=[CH:6][CH:5]=[CH:4][CH:3]=1, predict the reactants needed to synthesize it. (3) Given the product [F:1][C:2]1[CH:7]=[CH:6][C:5]([F:8])=[CH:4][C:3]=1[NH2:9], predict the reactants needed to synthesize it. The reactants are: [F:1][C:2]1[CH:7]=[CH:6][C:5]([F:8])=[CH:4][C:3]=1[N+:9]([O-])=O.CC(=O)OCC.